This data is from Reaction yield outcomes from USPTO patents with 853,638 reactions. The task is: Predict the reaction yield, written as a fraction of the theoretical maximum amount of product (1.0 means a 100% yield; for example, 0.34 means a 34% yield). (1) The reactants are FC(F)(F)C(O)=O.[CH3:8][C:9]1[N:14]=[CH:13][C:12]([C:15]2[S:19][C:18]([C:20]([OH:22])=O)=[N:17][CH:16]=2)=[CH:11][N:10]=1.Cl.[NH2:24][C@@H:25]([CH:38]1[CH2:43][CH2:42][CH2:41][CH2:40][CH2:39]1)[C:26]([N:28]1[CH2:32][C@H:31]([Cl:33])[C@H:30]2[O:34][CH2:35][C@H:36]([OH:37])[C@@H:29]12)=[O:27].CCN(CC)CC.CCCP(=O)=O. The catalyst is CN(C=O)C.C([O-])(O)=O.[Na+].CCOC(C)=O.CCCCCCC. The product is [Cl:33][C@H:31]1[CH2:32][N:28]([C:26](=[O:27])[C@@H:25]([NH:24][C:20]([C:18]2[S:19][C:15]([C:12]3[CH:13]=[N:14][C:9]([CH3:8])=[N:10][CH:11]=3)=[CH:16][N:17]=2)=[O:22])[CH:38]2[CH2:39][CH2:40][CH2:41][CH2:42][CH2:43]2)[C@@H:29]2[C@@H:36]([OH:37])[CH2:35][O:34][C@H:30]12. The yield is 0.390. (2) The reactants are [F:1][CH:2]([F:26])[C:3]1[C:8]([F:9])=[CH:7][C:6]([C:10]2[C:19]3[C:14](=[CH:15][C:16]([S:20](Cl)(=[O:22])=[O:21])=[CH:17][CH:18]=3)[N:13]=[CH:12][N:11]=2)=[C:5]([O:24][CH3:25])[CH:4]=1.COC1C=CC(C[NH:34][C:35]2[N:36]=[CH:37][S:38][CH:39]=2)=CC=1.CN1C=CN=C1.C(O)(C(F)(F)F)=O. The catalyst is CC#N. The product is [F:1][CH:2]([F:26])[C:3]1[C:8]([F:9])=[CH:7][C:6]([C:10]2[C:19]3[C:14](=[CH:15][C:16]([S:20]([NH:34][C:35]4[N:36]=[CH:37][S:38][CH:39]=4)(=[O:22])=[O:21])=[CH:17][CH:18]=3)[N:13]=[CH:12][N:11]=2)=[C:5]([O:24][CH3:25])[CH:4]=1. The yield is 0.406. (3) The reactants are [C:1]1(=[O:13])[CH2:12][CH2:11][CH2:10][CH:9]=[CH:8][CH2:7][CH2:6][CH:5]=[CH:4][CH2:3][CH2:2]1.[H][H]. The catalyst is [Pd]. The product is [C:1]1(=[O:13])[CH2:12][CH2:11][CH2:10][CH2:9][CH2:8][CH2:7][CH2:6][CH2:5][CH2:4][CH2:3][CH2:2]1. The yield is 1.00.